This data is from NCI-60 drug combinations with 297,098 pairs across 59 cell lines. The task is: Regression. Given two drug SMILES strings and cell line genomic features, predict the synergy score measuring deviation from expected non-interaction effect. Drug 1: CCN(CC)CCNC(=O)C1=C(NC(=C1C)C=C2C3=C(C=CC(=C3)F)NC2=O)C. Drug 2: B(C(CC(C)C)NC(=O)C(CC1=CC=CC=C1)NC(=O)C2=NC=CN=C2)(O)O. Cell line: NCI/ADR-RES. Synergy scores: CSS=6.78, Synergy_ZIP=-0.123, Synergy_Bliss=0.919, Synergy_Loewe=-25.6, Synergy_HSA=-2.56.